Dataset: Reaction yield outcomes from USPTO patents with 853,638 reactions. Task: Predict the reaction yield, written as a fraction of the theoretical maximum amount of product (1.0 means a 100% yield; for example, 0.34 means a 34% yield). The reactants are [CH:1]1([N:6]2[CH2:12][C:11]3([CH2:14][CH2:13]3)[C:10](=[O:15])[N:9]([CH3:16])[C:8]3[CH:17]=[N:18][C:19]([NH:21][C:22]4[CH:30]=[CH:29][C:25]([C:26](O)=[O:27])=[CH:24][C:23]=4[O:31][CH3:32])=[N:20][C:7]2=3)[CH2:5][CH2:4][CH2:3][CH2:2]1.CCN(C(C)C)C(C)C.CN(C(ON1N=NC2C=CC=CC1=2)=[N+](C)C)C.[B-](F)(F)(F)F.[NH2:64][N:65]1[CH2:70][CH2:69][N:68]([CH3:71])[CH2:67][CH2:66]1. The catalyst is CN(C=O)C. The product is [CH:1]1([N:6]2[CH2:12][C:11]3([CH2:13][CH2:14]3)[C:10](=[O:15])[N:9]([CH3:16])[C:8]3[CH:17]=[N:18][C:19]([NH:21][C:22]4[CH:30]=[CH:29][C:25]([C:26]([NH:64][N:65]5[CH2:70][CH2:69][N:68]([CH3:71])[CH2:67][CH2:66]5)=[O:27])=[CH:24][C:23]=4[O:31][CH3:32])=[N:20][C:7]2=3)[CH2:5][CH2:4][CH2:3][CH2:2]1. The yield is 0.300.